Dataset: Reaction yield outcomes from USPTO patents with 853,638 reactions. Task: Predict the reaction yield, written as a fraction of the theoretical maximum amount of product (1.0 means a 100% yield; for example, 0.34 means a 34% yield). (1) The reactants are Br[C:2]1[N:3]=[C:4]([NH:11][CH2:12][CH:13]([CH3:15])[CH3:14])[C:5]2[N:6]([CH:8]=[CH:9][N:10]=2)[CH:7]=1.[C:16]1(B(O)O)[CH:21]=[CH:20][CH:19]=[CH:18][CH:17]=1.C(=O)([O-])[O-].[Na+].[Na+]. The catalyst is C1(C)C=CC=CC=1. The product is [CH3:14][CH:13]([CH3:15])[CH2:12][NH:11][C:4]1[C:5]2[N:6]([CH:8]=[CH:9][N:10]=2)[CH:7]=[C:2]([C:16]2[CH:21]=[CH:20][CH:19]=[CH:18][CH:17]=2)[N:3]=1. The yield is 0.890. (2) The reactants are [CH3:1][C:2]1[CH:8]=[CH:7][CH:6]=[C:5]([C:9]([F:12])([F:11])[F:10])[C:3]=1[NH2:4].[Br:13]N1C(=O)CCC1=O.O.[Cl-].[Na+].O. The catalyst is C(#N)C. The product is [Br:13][C:7]1[CH:6]=[C:5]([C:9]([F:10])([F:11])[F:12])[C:3]([NH2:4])=[C:2]([CH3:1])[CH:8]=1. The yield is 0.950. (3) The reactants are [N:1]([CH:4]1[CH2:13][CH2:12][C:7]2([O:11][CH2:10][CH2:9][O:8]2)[CH2:6][CH2:5]1)=[N+:2]=[N-:3].[CH3:14][Si:15]([CH3:20])([CH3:19])[C:16]#[C:17]C. No catalyst specified. The product is [O:11]1[C:7]2([CH2:6][CH2:5][CH:4]([N:1]3[CH:17]=[C:16]([Si:15]([CH3:20])([CH3:19])[CH3:14])[N:3]=[N:2]3)[CH2:13][CH2:12]2)[O:8][CH2:9][CH2:10]1. The yield is 1.05.